From a dataset of Forward reaction prediction with 1.9M reactions from USPTO patents (1976-2016). Predict the product of the given reaction. (1) Given the reactants [C:1]([N:11]1[CH2:18][CH2:17][CH:16]([OH:19])[C@H:12]1[C:13]([OH:15])=[O:14])([O:3][CH2:4][C:5]1[CH:10]=[CH:9][CH:8]=[CH:7][CH:6]=1)=[O:2].[H-].[Na+].[CH3:22]I, predict the reaction product. The product is: [CH2:4]([O:3][C:1]([N:11]1[CH2:18][CH2:17][CH:16]([O:19][CH3:22])[CH:12]1[C:13]([OH:15])=[O:14])=[O:2])[C:5]1[CH:6]=[CH:7][CH:8]=[CH:9][CH:10]=1. (2) Given the reactants [Na].Cl.[CH:3]1([C:6](=[NH:8])[NH2:7])[CH2:5][CH2:4]1.C([O:11][C:12]([CH:14]1[CH2:18][CH2:17][N:16]=[C:15]1OCC)=O)C.Cl, predict the reaction product. The product is: [CH:3]1([C:6]2[N:8]=[C:12]([OH:11])[C:14]3[CH2:18][CH2:17][NH:16][C:15]=3[N:7]=2)[CH2:5][CH2:4]1. (3) Given the reactants [CH2:1]([O:3][C:4]1[CH:9]=[CH:8][C:7](B(O)O)=[CH:6][CH:5]=1)[CH3:2].[F-].[K+].Br[C:16]1[CH:23]=[CH:22][C:19]([CH:20]=[O:21])=[CH:18][CH:17]=1, predict the reaction product. The product is: [CH:20]([C:19]1[CH:22]=[CH:23][C:16]([C:7]2[CH:8]=[CH:9][C:4]([O:3][CH2:1][CH3:2])=[CH:5][CH:6]=2)=[CH:17][CH:18]=1)=[O:21]. (4) Given the reactants [F:1][C:2]1[CH:38]=[CH:37][CH:36]=[C:35]([F:39])[C:3]=1[CH2:4][O:5][C:6]1[C:7]2[N:8]([C:13]([C:17]([NH:19][CH:20]3[CH2:25][N:24](C(OC(C)(C)C)=O)[CH2:23][C:22]([F:34])([F:33])[CH2:21]3)=[O:18])=[C:14]([CH3:16])[N:15]=2)[CH:9]=[C:10]([CH3:12])[CH:11]=1.Cl, predict the reaction product. The product is: [F:39][C:35]1[CH:36]=[CH:37][CH:38]=[C:2]([F:1])[C:3]=1[CH2:4][O:5][C:6]1[C:7]2[N:8]([C:13]([C:17]([NH:19][CH:20]3[CH2:21][C:22]([F:34])([F:33])[CH2:23][NH:24][CH2:25]3)=[O:18])=[C:14]([CH3:16])[N:15]=2)[CH:9]=[C:10]([CH3:12])[CH:11]=1.